Dataset: Catalyst prediction with 721,799 reactions and 888 catalyst types from USPTO. Task: Predict which catalyst facilitates the given reaction. (1) Product: [F:16][C:4]([F:3])([F:15])[C:5]1[CH:10]=[CH:9][N:8]=[C:7]([CH2:11][C:12]([OH:14])=[O:13])[CH:6]=1.[CH2:11]([Li:2])[CH3:12]. Reactant: [OH-].[Li+:2].[F:3][C:4]([F:16])([F:15])[C:5]1[CH:10]=[CH:9][N:8]=[C:7]([CH2:11][C:12]([O-:14])=[O:13])[CH:6]=1. The catalyst class is: 8. (2) Reactant: [C:1]1(/[CH:7]=[CH:8]\[CH2:9][O:10][C:11](=[O:22])[C:12](=[N+]=[N-])[C:13]([O:15][C:16]([CH3:19])([CH3:18])[CH3:17])=[O:14])[CH:6]=[CH:5][CH:4]=[CH:3][CH:2]=1.P(OCC)(OCC)OCC. Product: [C:16]([O:15][C:13]([C:12]12[CH:7]([C:1]3[CH:6]=[CH:5][CH:4]=[CH:3][CH:2]=3)[CH:8]1[CH2:9][O:10][C:11]2=[O:22])=[O:14])([CH3:19])([CH3:18])[CH3:17]. The catalyst class is: 432. (3) Reactant: [NH:1]1[CH:5]=[C:4]([C:6]([O:8][CH2:9][CH3:10])=[O:7])[CH:3]=[C:2]1[C:11]([O:13][CH2:14][CH3:15])=[O:12].[Br:16][CH2:17][CH2:18][CH2:19]Br.C(=O)([O-])[O-].[K+].[K+]. Product: [Br:16][CH2:17][CH2:18][CH2:19][N:1]1[CH:5]=[C:4]([C:6]([O:8][CH2:9][CH3:10])=[O:7])[CH:3]=[C:2]1[C:11]([O:13][CH2:14][CH3:15])=[O:12]. The catalyst class is: 10. (4) Reactant: [F:1][C:2]([F:11])([F:10])[C:3]1[N:8]=[CH:7][C:6]([NH2:9])=[CH:5][CH:4]=1.[N:12]([O-])=O.[Na+].Cl[Sn]Cl.O. Product: [NH:9]([C:6]1[CH:5]=[CH:4][C:3]([C:2]([F:1])([F:10])[F:11])=[N:8][CH:7]=1)[NH2:12]. The catalyst class is: 33. (5) Reactant: [C:1]([C:4]1[CH:20]=[CH:19][C:18]([Br:21])=[CH:17][C:5]=1[O:6][CH2:7][CH2:8][NH:9]C(=O)OC(C)(C)C)(=O)[CH3:2]. The catalyst class is: 157. Product: [Br:21][C:18]1[CH:19]=[CH:20][C:4]2[C:1]([CH3:2])=[N:9][CH2:8][CH2:7][O:6][C:5]=2[CH:17]=1.